From a dataset of Reaction yield outcomes from USPTO patents with 853,638 reactions. Predict the reaction yield, written as a fraction of the theoretical maximum amount of product (1.0 means a 100% yield; for example, 0.34 means a 34% yield). (1) The reactants are [O:1]=[C:2]1[C:10]2[C:5](=[CH:6][CH:7]=[CH:8][CH:9]=2)[CH2:4][N:3]1[CH2:11][CH2:12][C:13]1([CH2:19][CH2:20][N:21]2[CH2:26][CH2:25][CH:24]([N:27]([C:35]3[CH:40]=[CH:39][C:38]([CH3:41])=[CH:37][CH:36]=3)[C:28]([C:30]3[O:31][CH:32]=[CH:33][CH:34]=3)=[O:29])[CH2:23][CH2:22]2)[CH2:18][CH2:17][CH2:16][CH2:15][CH2:14]1.C(O)C.[ClH:45].C(OCC)(=O)C. The catalyst is C(OCC)(=O)C. The product is [ClH:45].[O:1]=[C:2]1[C:10]2[C:5](=[CH:6][CH:7]=[CH:8][CH:9]=2)[CH2:4][N:3]1[CH2:11][CH2:12][C:13]1([CH2:19][CH2:20][N:21]2[CH2:22][CH2:23][CH:24]([N:27]([C:35]3[CH:40]=[CH:39][C:38]([CH3:41])=[CH:37][CH:36]=3)[C:28]([C:30]3[O:31][CH:32]=[CH:33][CH:34]=3)=[O:29])[CH2:25][CH2:26]2)[CH2:18][CH2:17][CH2:16][CH2:15][CH2:14]1. The yield is 0.700. (2) The reactants are [C:1]([C:4]1[CH:9]=[CH:8][C:7]([NH:10][C:11]2[N:15]([CH2:16][CH2:17][CH2:18]O)[C:14]3[C:20]([C:25]([O:27][CH3:28])=[O:26])=[CH:21][CH:22]=[C:23]([Cl:24])[C:13]=3[N:12]=2)=[C:6]([CH3:29])[CH:5]=1)(=[O:3])[NH2:2]. The catalyst is C1C(Cl)=CC=C(Cl)C=1. The product is [C:1]([C:4]1[CH:9]=[CH:8][C:7]([N:10]2[C:11]3=[N:12][C:13]4[C:14](=[C:20]([C:25]([O:27][CH3:28])=[O:26])[CH:21]=[CH:22][C:23]=4[Cl:24])[N:15]3[CH2:16][CH2:17][CH2:18]2)=[C:6]([CH3:29])[CH:5]=1)(=[O:3])[NH2:2]. The yield is 0.610. (3) The reactants are [CH2:1]([N:3]([Si](C)(C)C)[CH2:4][CH3:5])C.[CH3:10][O:11][S:12]([O-:15])(=[O:14])=[O:13].[CH3:16][NH+:17]1[CH2:21][CH2:20][N:19](C)[CH:18]1Cl. The catalyst is C(Cl)(Cl)Cl. The product is [CH3:10][O:11][S:12]([O-:15])(=[O:14])=[O:13].[CH3:1][NH+:3]1[CH2:4][CH2:5][N:19]([CH3:20])[CH:18]1[N:17]([CH3:21])[CH3:16]. The yield is 0.857. (4) The reactants are [F:1][C:2]1[CH:3]=[C:4]2[C:8](=[CH:9][CH:10]=1)[C:7](=[O:11])[CH2:6][CH2:5]2.CS(O)(=O)=O.[N-:17]=[N+]=[N-].[Na+]. The catalyst is ClCCl. The product is [F:1][C:2]1[CH:3]=[C:4]2[C:8](=[CH:9][CH:10]=1)[C:7](=[O:11])[NH:17][CH2:6][CH2:5]2. The yield is 0.510. (5) The product is [CH:3]1([CH2:2][N:4]2[CH2:5][CH2:6][C:7](=[O:10])[CH2:8][CH2:9]2)[CH2:17][CH2:16][CH2:15][CH2:14][CH2:20][CH2:19]1. The catalyst is C(O)C.O. The yield is 0.600. The reactants are [I-].[CH2:2]([N+:4]1(C)[CH2:9][CH2:8][C:7](=[O:10])[CH2:6][CH2:5]1)[CH3:3].NC[CH:14]1[CH2:20][CH2:19]C[CH2:17][CH2:16][CH2:15]1.C([O-])([O-])=O.[K+].[K+]. (6) The reactants are [CH3:1][O:2][C:3]([C:5]1[CH:14]=[C:13]([OH:15])[C:12]2[C:7](=[C:8]([O:17][CH2:18][C:19]3[CH:24]=[CH:23][CH:22]=[CH:21][CH:20]=3)[CH:9]=[C:10](Br)[CH:11]=2)[N:6]=1)=[O:4].COC1C=CC(B(O)O)=CC=1.[CH3:36][C:37]1[CH:38]=[C:39](B(O)O)[CH:40]=[CH:41][CH:42]=1. No catalyst specified. The product is [CH3:1][O:2][C:3]([C:5]1[CH:14]=[C:13]([OH:15])[C:12]2[C:7](=[C:8]([O:17][CH2:18][C:19]3[CH:24]=[CH:23][CH:22]=[CH:21][CH:20]=3)[CH:9]=[C:10]([C:41]3[CH:40]=[CH:39][CH:38]=[C:37]([CH3:36])[CH:42]=3)[CH:11]=2)[N:6]=1)=[O:4]. The yield is 0.300. (7) The reactants are Cl[S:2]([C:5]1[CH:6]=[C:7]2[C:11](=[CH:12][CH:13]=1)[NH:10][C:9](=[O:14])[CH2:8]2)(=[O:4])=[O:3].[CH3:15][NH2:16]. The catalyst is O1CCCC1. The product is [CH3:15][NH:16][S:2]([C:5]1[CH:6]=[C:7]2[C:11](=[CH:12][CH:13]=1)[NH:10][C:9](=[O:14])[CH2:8]2)(=[O:4])=[O:3]. The yield is 0.880. (8) The reactants are O[CH2:2][C:3]1[N:7]([CH2:8][C:9]([CH3:12])([OH:11])[CH3:10])[N:6]=[C:5]([N+:13]([O-:15])=[O:14])[CH:4]=1.[H-].[Na+].C1(C)C=CC(S(Cl)(=O)=O)=CC=1.[Cl-].[NH4+]. The catalyst is CN(C=O)C. The product is [CH3:10][C:9]1([CH3:12])[O:11][CH2:2][C:3]2=[CH:4][C:5]([N+:13]([O-:15])=[O:14])=[N:6][N:7]2[CH2:8]1. The yield is 0.220. (9) The reactants are [O:1]1[CH2:6][CH2:5][NH:4][C:3]2[N:7]=[CH:8][CH:9]=[CH:10][C:2]1=2.[C:11](O[C:11]([O:13][C:14]([CH3:17])([CH3:16])[CH3:15])=[O:12])([O:13][C:14]([CH3:17])([CH3:16])[CH3:15])=[O:12].[Li+].C[Si]([N-][Si](C)(C)C)(C)C. The catalyst is C1COCC1. The product is [C:14]([O:13][C:11]([N:4]1[CH2:5][CH2:6][O:1][C:2]2[CH:10]=[CH:9][CH:8]=[N:7][C:3]1=2)=[O:12])([CH3:17])([CH3:16])[CH3:15]. The yield is 0.800. (10) The reactants are [Cl:1][C:2]1[CH:3]=[CH:4][C:5]([NH:12][C:13]([C:15]2[CH:20]=[CH:19][CH:18]=[C:17]([C:21]3[CH:25]=[CH:24][O:23][CH:22]=3)[CH:16]=2)=[O:14])=[C:6]([CH:11]=1)[C:7]([O:9]C)=[O:8].[OH-].[Na+].Cl. The catalyst is C1COCC1. The product is [Cl:1][C:2]1[CH:3]=[CH:4][C:5]([NH:12][C:13]([C:15]2[CH:20]=[CH:19][CH:18]=[C:17]([C:21]3[CH:25]=[CH:24][O:23][CH:22]=3)[CH:16]=2)=[O:14])=[C:6]([CH:11]=1)[C:7]([OH:9])=[O:8]. The yield is 0.410.